From a dataset of Reaction yield outcomes from USPTO patents with 853,638 reactions. Predict the reaction yield, written as a fraction of the theoretical maximum amount of product (1.0 means a 100% yield; for example, 0.34 means a 34% yield). (1) The reactants are [F:1][C:2]1[CH:7]=[CH:6][C:5]([N:8]2[CH2:13][CH2:12][NH:11][CH2:10][CH2:9]2)=[CH:4][CH:3]=1.C(N(CC)CC)C.Cl[C:22]([O:24][C:25]1[CH:30]=[CH:29][C:28]([N+:31]([O-:33])=[O:32])=[CH:27][CH:26]=1)=[O:23]. The catalyst is C1COCC1. The product is [N+:31]([C:28]1[CH:27]=[CH:26][C:25]([O:24][C:22]([N:11]2[CH2:12][CH2:13][N:8]([C:5]3[CH:4]=[CH:3][C:2]([F:1])=[CH:7][CH:6]=3)[CH2:9][CH2:10]2)=[O:23])=[CH:30][CH:29]=1)([O-:33])=[O:32]. The yield is 0.670. (2) The reactants are [N:1]12[CH2:8][CH2:7][CH:4]([CH2:5][CH2:6]1)[C@@H:3]([OH:9])[CH2:2]2.[H-].[Na+].[N:12]([C:15]([C:18]1[CH:23]=[CH:22][CH:21]=[C:20]([C:24]([CH3:26])=[CH2:25])[CH:19]=1)([CH3:17])[CH3:16])=[C:13]=[O:14]. The catalyst is C1COCC1. The product is [CH2:25]=[C:24]([C:20]1[CH:19]=[C:18]([C:15]([NH:12][C:13](=[O:14])[O:9][C@@H:3]2[CH:4]3[CH2:7][CH2:8][N:1]([CH2:6][CH2:5]3)[CH2:2]2)([CH3:17])[CH3:16])[CH:23]=[CH:22][CH:21]=1)[CH3:26]. The yield is 0.950.